The task is: Predict the product of the given reaction.. This data is from Forward reaction prediction with 1.9M reactions from USPTO patents (1976-2016). (1) Given the reactants Cl.[NH2:2][C:3]1[N:11]=[C:10]2[C:6]([N:7]=[CH:8][N:9]2[CH2:12][CH2:13][CH:14]([CH2:17][OH:18])[CH2:15][OH:16])=[CH:5][N:4]=1.C(N(CC)CC)C.[C:26](OC(=O)C)(=[O:28])[CH3:27].Cl.[CH2:34]([OH:36])[CH3:35], predict the reaction product. The product is: [C:26]([O:16][CH2:15][CH:14]([CH2:17][O:18][C:34](=[O:36])[CH3:35])[CH2:13][CH2:12][N:9]1[CH:8]=[N:7][C:6]2[C:10]1=[N:11][C:3]([NH2:2])=[N:4][CH:5]=2)(=[O:28])[CH3:27]. (2) Given the reactants [CH2:1]([N:3](CC)CC)[CH3:2].[Cl:8][C:9]1[CH:10]=[C:11]([CH:33]=[CH:34][C:35]=1[Cl:36])[CH2:12][N:13]1[CH2:18][CH2:17][O:16][C@@H:15]([CH2:19][NH:20][C:21](=[O:32])[NH:22][CH2:23][C:24]2[O:28][C:27]([C:29](O)=[O:30])=[CH:26][CH:25]=2)[CH2:14]1.ON1C2C=CC=CC=2N=N1.Cl.C(N)C.C(N(CC)C(C)C)(C)C.Cl.CN(C)CCCN=C=NCC, predict the reaction product. The product is: [CH2:1]([NH:3][C:29]([C:27]1[O:28][C:24]([CH2:23][NH:22][C:21]([NH:20][CH2:19][C@@H:15]2[O:16][CH2:17][CH2:18][N:13]([CH2:12][C:11]3[CH:33]=[CH:34][C:35]([Cl:36])=[C:9]([Cl:8])[CH:10]=3)[CH2:14]2)=[O:32])=[CH:25][CH:26]=1)=[O:30])[CH3:2]. (3) Given the reactants [N+:1]([C:4]1[C:5]([NH2:16])=[N:6][CH:7]=[CH:8][C:9]=1[C:10]1[CH:15]=[CH:14][CH:13]=[CH:12][CH:11]=1)([O-])=O, predict the reaction product. The product is: [C:10]1([C:9]2[CH:8]=[CH:7][N:6]=[C:5]([NH2:16])[C:4]=2[NH2:1])[CH:11]=[CH:12][CH:13]=[CH:14][CH:15]=1. (4) Given the reactants [Cl:1][C:2]1[N:11]=[CH:10][C:9]2[NH:8][C:7](=[O:12])[CH:6]3[CH2:13][O:14][CH2:15][CH2:16][N:5]3[C:4]=2[N:3]=1.[CH3:17][C:18]([O-])([CH3:20])[CH3:19].[Na+].BrCC1CC1, predict the reaction product. The product is: [Cl:1][C:2]1[N:11]=[CH:10][C:9]2[N:8]([CH2:17][CH:18]3[CH2:20][CH2:19]3)[C:7](=[O:12])[CH:6]3[CH2:13][O:14][CH2:15][CH2:16][N:5]3[C:4]=2[N:3]=1. (5) Given the reactants [F:1][C:2]([F:35])([F:34])[O:3][C:4]1[CH:5]=[C:6]([NH:10][C:11]([C@@H:13]2[CH2:17][CH2:16][C@H:15]([C:18]([CH3:26])([CH3:25])[O:19][SiH2:20][C:21]([CH3:24])([CH3:23])[CH3:22])[N:14]2CC2C=CC=CC=2)=[O:12])[CH:7]=[CH:8][CH:9]=1, predict the reaction product. The product is: [F:35][C:2]([F:1])([F:34])[O:3][C:4]1[CH:5]=[C:6]([NH:10][C:11]([C@@H:13]2[CH2:17][CH2:16][C@H:15]([C:18]([CH3:26])([CH3:25])[O:19][SiH2:20][C:21]([CH3:22])([CH3:24])[CH3:23])[NH:14]2)=[O:12])[CH:7]=[CH:8][CH:9]=1. (6) Given the reactants [NH2:1][C:2]1[C:7]([Cl:8])=[C:6]([CH2:9]O)[C:5]([Cl:11])=[CH:4][N:3]=1.O=S(Cl)[Cl:14].ClC1C=NC=C(Cl)C=1CCl, predict the reaction product. The product is: [Cl:8][C:7]1[C:2]([NH2:1])=[N:3][CH:4]=[C:5]([Cl:11])[C:6]=1[CH2:9][Cl:14].